Task: Predict which catalyst facilitates the given reaction.. Dataset: Catalyst prediction with 721,799 reactions and 888 catalyst types from USPTO (1) Reactant: Cl.[NH2:2][CH2:3][CH2:4][C:5]1[CH:10]=[CH:9][N:8]([CH3:11])[C:7](=[O:12])[CH:6]=1.[CH3:13][C:14]1([CH3:30])[C:18]([CH3:20])([CH3:19])[O:17][B:16]([C:21]2[CH:29]=[CH:28][C:24]([C:25](O)=[O:26])=[CH:23][CH:22]=2)[O:15]1.CN(C(ON1N=NC2C=CC=NC1=2)=[N+](C)C)C.F[P-](F)(F)(F)(F)F.CCN(C(C)C)C(C)C. Product: [CH3:11][N:8]1[CH:9]=[CH:10][C:5]([CH2:4][CH2:3][NH:2][C:25](=[O:26])[C:24]2[CH:23]=[CH:22][C:21]([B:16]3[O:17][C:18]([CH3:19])([CH3:20])[C:14]([CH3:30])([CH3:13])[O:15]3)=[CH:29][CH:28]=2)=[CH:6][C:7]1=[O:12]. The catalyst class is: 59. (2) Reactant: [C:1]([CH:4]([CH2:9][C:10]([N:12]1[CH2:17][CH2:16][C@H:15]([NH:18][C:19]([O:21][CH2:22][C:23]2[CH:28]=[CH:27][CH:26]=[CH:25][CH:24]=2)=[O:20])[C@H:14]([O:29][CH3:30])[CH2:13]1)=O)[C:5]([O:7][CH3:8])=[O:6])(=O)[CH3:2].COC1C=CC(P2(SP(C3C=CC(OC)=CC=3)(=S)S2)=[S:40])=CC=1. Product: [CH2:22]([O:21][C:19]([NH:18][C@H:15]1[CH2:16][CH2:17][N:12]([C:10]2[S:40][C:1]([CH3:2])=[C:4]([C:5]([O:7][CH3:8])=[O:6])[CH:9]=2)[CH2:13][C@H:14]1[O:29][CH3:30])=[O:20])[C:23]1[CH:28]=[CH:27][CH:26]=[CH:25][CH:24]=1. The catalyst class is: 11. (3) Reactant: Br[C:2]1[CH:3]=[CH:4][CH:5]=[C:6]2[C:11]=1[N:10]=[C:9]([CH:12]1[CH2:16][O:15][C:14]([CH3:18])([CH3:17])[O:13]1)[CH:8]=[CH:7]2.[NH:19]1[CH2:24][CH2:23][CH:22]([CH2:25][NH:26][C:27](=[O:33])[O:28][C:29]([CH3:32])([CH3:31])[CH3:30])[CH2:21][CH2:20]1.C([O-])([O-])=O.[Cs+].[Cs+]. Product: [CH3:17][C:14]1([CH3:18])[O:13][CH:12]([C:9]2[CH:8]=[CH:7][C:6]3[C:11](=[C:2]([N:19]4[CH2:24][CH2:23][CH:22]([CH2:25][NH:26][C:27](=[O:33])[O:28][C:29]([CH3:31])([CH3:30])[CH3:32])[CH2:21][CH2:20]4)[CH:3]=[CH:4][CH:5]=3)[N:10]=2)[CH2:16][O:15]1. The catalyst class is: 222. (4) Reactant: C([O:3][C:4]([C:6]1[NH:10][C:9](=[O:11])[N:8]([C:12]2[CH:17]=[CH:16][CH:15]=[C:14]([Cl:18])[CH:13]=2)[N:7]=1)=[O:5])C.[Li+].[OH-].CO. Product: [Cl:18][C:14]1[CH:13]=[C:12]([N:8]2[C:9](=[O:11])[NH:10][C:6]([C:4]([OH:5])=[O:3])=[N:7]2)[CH:17]=[CH:16][CH:15]=1. The catalyst class is: 6. (5) Reactant: [CH2:1]([C@H:8]1[CH2:12][O:11][C:10](=[O:13])[NH:9]1)[C:2]1[CH:7]=[CH:6][CH:5]=[CH:4][CH:3]=1.[Li]CCCC.[C:19](Cl)(=[O:26])[CH2:20][CH2:21][CH2:22][CH2:23][CH2:24][CH3:25]. Product: [CH2:1]([C@H:8]1[CH2:12][O:11][C:10](=[O:13])[N:9]1[C:19](=[O:26])[CH2:20][CH2:21][CH2:22][CH2:23][CH2:24][CH3:25])[C:2]1[CH:3]=[CH:4][CH:5]=[CH:6][CH:7]=1. The catalyst class is: 1. (6) Reactant: [N:1]1([CH2:6][CH2:7][CH2:8][NH:9][C:10]([C@:12]23[CH2:47][CH2:46][C@@H:45]([C:48]([CH2:50][O:51][CH2:52][CH2:53][N:54]4[CH2:59][CH2:58][O:57][CH2:56][CH2:55]4)=[CH2:49])[C@@H:13]2[C@@H:14]2[C@@:27]([CH3:30])([CH2:28][CH2:29]3)[C@@:26]3([CH3:31])[C@@H:17]([C@:18]4([CH3:44])[C@@H:23]([CH2:24][CH2:25]3)[C:22]([CH3:33])([CH3:32])[C:21]([C:34]3[CH:43]=[CH:42][C:37]([C:38]([O:40]C)=[O:39])=[CH:36][CH:35]=3)=[CH:20][CH2:19]4)[CH2:16][CH2:15]2)=[O:11])[CH:5]=[CH:4][N:3]=[CH:2]1.[OH-].[Na+]. Product: [N:1]1([CH2:6][CH2:7][CH2:8][NH:9][C:10]([C@:12]23[CH2:47][CH2:46][C@@H:45]([C:48]([CH2:50][O:51][CH2:52][CH2:53][N:54]4[CH2:55][CH2:56][O:57][CH2:58][CH2:59]4)=[CH2:49])[C@@H:13]2[C@@H:14]2[C@@:27]([CH3:30])([CH2:28][CH2:29]3)[C@@:26]3([CH3:31])[C@@H:17]([C@:18]4([CH3:44])[C@@H:23]([CH2:24][CH2:25]3)[C:22]([CH3:32])([CH3:33])[C:21]([C:34]3[CH:43]=[CH:42][C:37]([C:38]([OH:40])=[O:39])=[CH:36][CH:35]=3)=[CH:20][CH2:19]4)[CH2:16][CH2:15]2)=[O:11])[CH:5]=[CH:4][N:3]=[CH:2]1. The catalyst class is: 12. (7) Reactant: [CH2:1]([O:8][C:9]([N:11]1[C@H:16]([CH3:17])[CH2:15][NH:14][C:13](=[O:18])[C@@H:12]1[CH3:19])=[O:10])[C:2]1[CH:7]=[CH:6][CH:5]=[CH:4][CH:3]=1.[H-].[Na+].Br[CH2:23][C:24]1[CH:33]=[C:32]2[C:27]([C:28]([Cl:34])=[CH:29][CH:30]=[N:31]2)=[CH:26][CH:25]=1.C(OCC)(=O)C. Product: [CH2:1]([O:8][C:9]([N:11]1[C@H:16]([CH3:17])[CH2:15][N:14]([CH2:23][C:24]2[CH:33]=[C:32]3[C:27]([C:28]([Cl:34])=[CH:29][CH:30]=[N:31]3)=[CH:26][CH:25]=2)[C:13](=[O:18])[C@@H:12]1[CH3:19])=[O:10])[C:2]1[CH:3]=[CH:4][CH:5]=[CH:6][CH:7]=1. The catalyst class is: 118. (8) Reactant: [H-].[Al+3].[Li+].[H-].[H-].[H-].C([NH:15][CH:16]([CH:24]([OH:35])[C:25]([F:34])([F:33])[C:26]([F:32])([F:31])[C:27]([F:30])([F:29])[F:28])[CH2:17][C:18]1[CH:23]=[CH:22][CH:21]=[CH:20][CH:19]=1)(=O)C1C=CC=CC=1. Product: [NH2:15][CH:16]([CH:24]([OH:35])[C:25]([F:33])([F:34])[C:26]([F:31])([F:32])[C:27]([F:28])([F:29])[F:30])[CH2:17][C:18]1[CH:19]=[CH:20][CH:21]=[CH:22][CH:23]=1. The catalyst class is: 7. (9) Reactant: [NH:1]1[CH2:6][CH2:5][NH:4][CH2:3][C:2]1=[O:7].C(N(CC)CC)C.[S:15]1[CH:19]=[CH:18][CH:17]=[C:16]1[S:20](Cl)(=[O:22])=[O:21]. Product: [S:15]1[CH:19]=[CH:18][CH:17]=[C:16]1[S:20]([N:4]1[CH2:5][CH2:6][NH:1][C:2](=[O:7])[CH2:3]1)(=[O:22])=[O:21]. The catalyst class is: 326.